Dataset: Forward reaction prediction with 1.9M reactions from USPTO patents (1976-2016). Task: Predict the product of the given reaction. (1) Given the reactants [C:1]([O:5][C:6](=[O:22])[N:7]([CH2:13][C:14]1[CH:19]=[CH:18][C:17](Br)=[C:16]([CH3:21])[CH:15]=1)[CH2:8][CH2:9][CH:10]([CH3:12])[CH3:11])([CH3:4])([CH3:3])[CH3:2].[N+:23]([C:26]1[CH:31]=[CH:30][C:29](B(O)O)=[CH:28][CH:27]=1)([O-:25])=[O:24].C(=O)([O-])[O-].[Na+].[Na+], predict the reaction product. The product is: [C:1]([O:5][C:6](=[O:22])[N:7]([CH2:8][CH2:9][CH:10]([CH3:12])[CH3:11])[CH2:13][C:14]1[CH:19]=[CH:18][C:17]([C:29]2[CH:30]=[CH:31][C:26]([N+:23]([O-:25])=[O:24])=[CH:27][CH:28]=2)=[C:16]([CH3:21])[CH:15]=1)([CH3:4])([CH3:3])[CH3:2]. (2) Given the reactants [CH2:1]([CH:3]([CH2:7][C:8]1[CH:13]=[CH:12][C:11]([O:14][CH3:15])=[C:10]([C:16](=O)[CH2:17][CH2:18][C:19]2[CH:24]=[CH:23][C:22]([C:25]([F:28])([F:27])[F:26])=[CH:21][CH:20]=2)[CH:9]=1)[C:4]([OH:6])=[O:5])[CH3:2], predict the reaction product. The product is: [CH2:1]([CH:3]([CH2:7][C:8]1[CH:13]=[CH:12][C:11]([O:14][CH3:15])=[C:10]([CH2:16][CH2:17][CH2:18][C:19]2[CH:24]=[CH:23][C:22]([C:25]([F:26])([F:27])[F:28])=[CH:21][CH:20]=2)[CH:9]=1)[C:4]([OH:6])=[O:5])[CH3:2].